From a dataset of Forward reaction prediction with 1.9M reactions from USPTO patents (1976-2016). Predict the product of the given reaction. Given the reactants [CH2:1]([O:8][C:9]1[CH:14]=[C:13]([C:15]([F:18])([F:17])[F:16])[CH:12]=[CH:11][C:10]=1[N+:19]([O-])=O)[C:2]1[CH:7]=[CH:6][CH:5]=[CH:4][CH:3]=1.O, predict the reaction product. The product is: [CH2:1]([O:8][C:9]1[CH:14]=[C:13]([C:15]([F:16])([F:17])[F:18])[CH:12]=[CH:11][C:10]=1[NH2:19])[C:2]1[CH:3]=[CH:4][CH:5]=[CH:6][CH:7]=1.